Dataset: NCI-60 drug combinations with 297,098 pairs across 59 cell lines. Task: Regression. Given two drug SMILES strings and cell line genomic features, predict the synergy score measuring deviation from expected non-interaction effect. (1) Drug 1: CN(CCCl)CCCl.Cl. Drug 2: N.N.Cl[Pt+2]Cl. Cell line: HOP-62. Synergy scores: CSS=48.5, Synergy_ZIP=-0.786, Synergy_Bliss=3.91, Synergy_Loewe=-5.68, Synergy_HSA=3.11. (2) Drug 1: C1C(C(OC1N2C=C(C(=O)NC2=O)F)CO)O. Drug 2: CN(C(=O)NC(C=O)C(C(C(CO)O)O)O)N=O. Cell line: RPMI-8226. Synergy scores: CSS=38.9, Synergy_ZIP=1.02, Synergy_Bliss=0.851, Synergy_Loewe=-31.7, Synergy_HSA=2.26. (3) Drug 1: CC1C(C(=O)NC(C(=O)N2CCCC2C(=O)N(CC(=O)N(C(C(=O)O1)C(C)C)C)C)C(C)C)NC(=O)C3=C4C(=C(C=C3)C)OC5=C(C(=O)C(=C(C5=N4)C(=O)NC6C(OC(=O)C(N(C(=O)CN(C(=O)C7CCCN7C(=O)C(NC6=O)C(C)C)C)C)C(C)C)C)N)C. Drug 2: CC=C1C(=O)NC(C(=O)OC2CC(=O)NC(C(=O)NC(CSSCCC=C2)C(=O)N1)C(C)C)C(C)C. Cell line: UO-31. Synergy scores: CSS=0.293, Synergy_ZIP=0.0681, Synergy_Bliss=0.897, Synergy_Loewe=-1.42, Synergy_HSA=-1.30. (4) Drug 2: C1CN(CCN1C(=O)CCBr)C(=O)CCBr. Drug 1: C1C(C(OC1N2C=NC3=C(N=C(N=C32)Cl)N)CO)O. Synergy scores: CSS=37.9, Synergy_ZIP=-4.18, Synergy_Bliss=0.847, Synergy_Loewe=-0.769, Synergy_HSA=2.39. Cell line: LOX IMVI. (5) Drug 1: CN(CC1=CN=C2C(=N1)C(=NC(=N2)N)N)C3=CC=C(C=C3)C(=O)NC(CCC(=O)O)C(=O)O. Drug 2: CCC1(CC2CC(C3=C(CCN(C2)C1)C4=CC=CC=C4N3)(C5=C(C=C6C(=C5)C78CCN9C7C(C=CC9)(C(C(C8N6C=O)(C(=O)OC)O)OC(=O)C)CC)OC)C(=O)OC)O.OS(=O)(=O)O. Cell line: RPMI-8226. Synergy scores: CSS=43.5, Synergy_ZIP=-8.77, Synergy_Bliss=-4.38, Synergy_Loewe=-7.71, Synergy_HSA=-2.88. (6) Drug 1: CC1C(C(=O)NC(C(=O)N2CCCC2C(=O)N(CC(=O)N(C(C(=O)O1)C(C)C)C)C)C(C)C)NC(=O)C3=C4C(=C(C=C3)C)OC5=C(C(=O)C(=C(C5=N4)C(=O)NC6C(OC(=O)C(N(C(=O)CN(C(=O)C7CCCN7C(=O)C(NC6=O)C(C)C)C)C)C(C)C)C)N)C. Drug 2: CS(=O)(=O)OCCCCOS(=O)(=O)C. Cell line: IGROV1. Synergy scores: CSS=13.7, Synergy_ZIP=-5.95, Synergy_Bliss=-3.24, Synergy_Loewe=-16.0, Synergy_HSA=-4.84.